From a dataset of Reaction yield outcomes from USPTO patents with 853,638 reactions. Predict the reaction yield, written as a fraction of the theoretical maximum amount of product (1.0 means a 100% yield; for example, 0.34 means a 34% yield). (1) The reactants are [CH3:1][O:2][C:3](=[O:26])[C:4]1[CH:9]=[CH:8][C:7]([CH2:10][NH:11][CH:12]=[O:13])=[N:6][C:5]=1[NH:14][C:15]1[CH:20]=[CH:19][C:18]([Si](C)(C)C)=[CH:17][C:16]=1[F:25].[Br:27]N1C(=O)CCC1=O. The catalyst is C(Cl)Cl. The product is [CH3:1][O:2][C:3](=[O:26])[C:4]1[CH:9]=[CH:8][C:7]([CH2:10][NH:11][CH:12]=[O:13])=[N:6][C:5]=1[NH:14][C:15]1[CH:20]=[CH:19][C:18]([Br:27])=[CH:17][C:16]=1[F:25]. The yield is 1.00. (2) The reactants are C[O:2][C:3]([C:5]1([C:8]2[CH:9]=[C:10]3[C:15](=[CH:16][CH:17]=2)[O:14][CH2:13][CH2:12][CH2:11]3)[CH2:7][CH2:6]1)=[O:4].O[Li].[OH2:20].[CH3:21][OH:22]. The catalyst is O. The product is [OH:20][C:11]1([O:22][CH3:21])[C:10]2[C:15](=[CH:16][CH:17]=[C:8]([C:5]3([C:3]([OH:2])=[O:4])[CH2:7][CH2:6]3)[CH:9]=2)[O:14][CH2:13][CH2:12]1. The yield is 0.760. (3) The reactants are S=C1[N:6]([C:7]([O:9][CH2:10][C:11]2[CH:16]=[CH:15][C:14]([O:17][C:18](=[O:20])[CH3:19])=[C:13]([O:21][CH3:22])[CH:12]=2)=[O:8])[CH2:5][CH2:4]S1.[O:23](CCN)[C:24]1[CH:29]=[CH:28][CH:27]=[CH:26][CH:25]=1.C(N(CC)CC)C. The catalyst is C1COCC1.C(Cl)Cl. The product is [C:18]([O:17][C:14]1[CH:15]=[CH:16][C:11]([CH2:10][O:9][C:7](=[O:8])[NH:6][CH2:5][CH2:4][O:23][C:24]2[CH:29]=[CH:28][CH:27]=[CH:26][CH:25]=2)=[CH:12][C:13]=1[O:21][CH3:22])(=[O:20])[CH3:19]. The yield is 0.670. (4) The reactants are [C:1]1([C:7]2[O:8][C:9]3[CH:15]=[CH:14][C:13]([NH2:16])=[CH:12][C:10]=3[CH:11]=2)[CH:6]=[CH:5][CH:4]=[CH:3][CH:2]=1.[C:17](Cl)(=[O:21])[CH:18]([CH3:20])[CH3:19].C(OCC)(=O)C. The catalyst is N1C=CC=CC=1. The product is [C:1]1([C:7]2[O:8][C:9]3[CH:15]=[CH:14][C:13]([NH:16][C:17](=[O:21])[CH:18]([CH3:20])[CH3:19])=[CH:12][C:10]=3[CH:11]=2)[CH:2]=[CH:3][CH:4]=[CH:5][CH:6]=1. The yield is 0.480.